This data is from Forward reaction prediction with 1.9M reactions from USPTO patents (1976-2016). The task is: Predict the product of the given reaction. Given the reactants [F:1][C:2]1[C:3]([C:8]2[N:9]=[N:10][C:11]([CH3:14])=[CH:12][CH:13]=2)=[N:4][CH:5]=[CH:6][CH:7]=1.[Cl:15]N1C(=O)N(Cl)C(=O)N(Cl)C1=O, predict the reaction product. The product is: [Cl:15][CH2:14][C:11]1[N:10]=[N:9][C:8]([C:3]2[C:2]([F:1])=[CH:7][CH:6]=[CH:5][N:4]=2)=[CH:13][CH:12]=1.